This data is from Full USPTO retrosynthesis dataset with 1.9M reactions from patents (1976-2016). The task is: Predict the reactants needed to synthesize the given product. (1) Given the product [Br:1][C:2]1[CH:7]=[C:6]([CH2:8][NH:9][C:10]([C@@H:12]2[CH2:16][C@@H:15]([F:17])[CH2:14][N:13]2[S:40]([C:37]2[CH:38]=[CH:39][C:34]([F:33])=[CH:35][CH:36]=2)(=[O:42])=[O:41])=[O:11])[CH:5]=[C:4]([Cl:25])[N:3]=1, predict the reactants needed to synthesize it. The reactants are: [Br:1][C:2]1[CH:7]=[C:6]([CH2:8][NH:9][C:10]([C@@H:12]2[CH2:16][C@@H:15]([F:17])[CH2:14][N:13]2C(OC(C)(C)C)=O)=[O:11])[CH:5]=[C:4]([Cl:25])[N:3]=1.CCN(CC)CC.[F:33][C:34]1[CH:39]=[CH:38][C:37]([S:40](Cl)(=[O:42])=[O:41])=[CH:36][CH:35]=1. (2) The reactants are: [F:1][C:2]([F:16])([F:15])[C:3]1[CH:4]=[C:5]([N:9]2[CH2:14][CH2:13][NH:12][CH2:11][CH2:10]2)[CH:6]=[CH:7][CH:8]=1.[CH3:17][C:18]1[CH:23]=[CH:22][C:21]([S:24](Cl)(=[O:26])=[O:25])=[CH:20][CH:19]=1.C(N(C(C)C)CC)(C)C. Given the product [CH3:17][C:18]1[CH:23]=[CH:22][C:21]([S:24]([N:12]2[CH2:13][CH2:14][N:9]([C:5]3[CH:6]=[CH:7][CH:8]=[C:3]([C:2]([F:1])([F:15])[F:16])[CH:4]=3)[CH2:10][CH2:11]2)(=[O:26])=[O:25])=[CH:20][CH:19]=1, predict the reactants needed to synthesize it. (3) Given the product [CH3:30][S:31]([O:21][CH2:20][C@@H:17]1[CH2:18][NH:19][C:12]2[C:8]3[C:9]4[CH:10]=[CH:11][C:2]([Cl:1])=[N:3][C:4]=4[CH:5]=[CH:6][C:7]=3[S:14][C:13]=2[C:15](=[O:22])[NH:16]1)(=[O:33])=[O:32], predict the reactants needed to synthesize it. The reactants are: [Cl:1][C:2]1[CH:11]=[CH:10][C:9]2[C:8]3[C:12]4[NH:19][CH2:18][CH:17]([CH2:20][OH:21])[NH:16][C:15](=[O:22])[C:13]=4[S:14][C:7]=3[CH:6]=[CH:5][C:4]=2[N:3]=1.C(N(CC)CC)C.[CH3:30][S:31](Cl)(=[O:33])=[O:32]. (4) Given the product [CH3:1][C:2]1[CH:7]=[CH:6][N:5]=[CH:4][C:3]=1[NH:8][C:16](=[O:18])[CH3:17], predict the reactants needed to synthesize it. The reactants are: [CH3:1][C:2]1[CH:7]=[CH:6][N:5]=[CH:4][C:3]=1[NH2:8].O.C(=O)([O-])[O-].[Na+].[Na+].[C:16](OC(=O)C)(=[O:18])[CH3:17]. (5) Given the product [CH3:1][N:2]1[C:6]2[CH:7]=[C:8]([C:21]3[C:25]4[CH:26]=[C:27]5[C:32](=[CH:33][C:24]=4[N:23]([C:43]([C:50]4[CH:55]=[CH:54][CH:53]=[CH:52][CH:51]=4)([C:44]4[CH:45]=[CH:46][CH:47]=[CH:48][CH:49]=4)[C:56]4[CH:61]=[CH:60][CH:59]=[CH:58][CH:57]=4)[N:22]=3)[NH:31][C:30](=[O:34])[N:29]([C@@H:35]([C:37]3[CH:38]=[CH:39][CH:40]=[CH:41][CH:42]=3)[CH3:36])[CH2:28]5)[CH:9]=[CH:10][C:5]=2[N:4]=[N:3]1, predict the reactants needed to synthesize it. The reactants are: [CH3:1][N:2]1[C:6]2[CH:7]=[C:8](B3OC(C)(C)C(C)(C)O3)[CH:9]=[CH:10][C:5]=2[N:4]=[N:3]1.Cl[C:21]1[C:25]2[CH:26]=[C:27]3[C:32](=[CH:33][C:24]=2[N:23]([C:43]([C:56]2[CH:61]=[CH:60][CH:59]=[CH:58][CH:57]=2)([C:50]2[CH:55]=[CH:54][CH:53]=[CH:52][CH:51]=2)[C:44]2[CH:49]=[CH:48][CH:47]=[CH:46][CH:45]=2)[N:22]=1)[NH:31][C:30](=[O:34])[N:29]([C@@H:35]([C:37]1[CH:42]=[CH:41][CH:40]=[CH:39][CH:38]=1)[CH3:36])[CH2:28]3.[O-]P([O-])([O-])=O.[K+].[K+].[K+]. (6) Given the product [C:1]([O:5][C:6]([CH2:8][O:9][C:10]1[CH:11]=[CH:12][C:13]([CH2:16][CH:17]([O:19][CH2:20][C:27]2[CH:30]=[CH:31][C:24]([F:23])=[CH:25][CH:26]=2)[C:6]([O:5][CH3:1])=[O:7])=[CH:14][CH:15]=1)=[O:7])([CH3:2])([CH3:3])[CH3:4], predict the reactants needed to synthesize it. The reactants are: [C:1]([O:5][C:6]([CH2:8][O:9][C:10]1[CH:15]=[CH:14][C:13]([C:16](C)(O)[C:17]([O:19][CH3:20])=O)=[CH:12][CH:11]=1)=[O:7])([CH3:4])([CH3:3])[CH3:2].[F:23][C:24]1[CH:31]=[CH:30][C:27](CBr)=[CH:26][CH:25]=1.